This data is from CYP2D6 inhibition data for predicting drug metabolism from PubChem BioAssay. The task is: Regression/Classification. Given a drug SMILES string, predict its absorption, distribution, metabolism, or excretion properties. Task type varies by dataset: regression for continuous measurements (e.g., permeability, clearance, half-life) or binary classification for categorical outcomes (e.g., BBB penetration, CYP inhibition). Dataset: cyp2d6_veith. (1) The drug is S=C(NCCSCc1ccc(Cl)cc1Cl)Nc1ccccc1. The result is 1 (inhibitor). (2) The drug is O=C(O)c1ccc([N+](=O)[O-])c(P(=O)(O)O)c1. The result is 0 (non-inhibitor). (3) The molecule is CCOC(=O)c1c(CC(C)C)csc1NC=O. The result is 0 (non-inhibitor). (4) The compound is N#Cc1c(SCC(N)=O)nsc1SCc1ccccc1Cl. The result is 0 (non-inhibitor). (5) The compound is NC(N)=N[C@H](CCC(=O)O)C(=O)O. The result is 0 (non-inhibitor). (6) The molecule is COC(=O)C1(Cc2ccccc2)C2c3cc(C(=O)N4CCCC4)n(Cc4ccc(OC(F)(F)F)cc4)c3CC2CN1C(=O)c1ccccc1. The result is 0 (non-inhibitor).